This data is from Forward reaction prediction with 1.9M reactions from USPTO patents (1976-2016). The task is: Predict the product of the given reaction. (1) Given the reactants [F:1][C:2]([F:11])([F:10])[C:3]1[CH:8]=[CH:7][C:6]([OH:9])=[CH:5][CH:4]=1.F[C:13]1[CH:20]=[CH:19][C:16]([CH:17]=[O:18])=[CH:15][CH:14]=1.C([O-])([O-])=O.[Cs+].[Cs+], predict the reaction product. The product is: [F:1][C:2]([F:10])([F:11])[C:3]1[CH:4]=[CH:5][C:6]([O:9][C:13]2[CH:20]=[CH:19][C:16]([CH:17]=[O:18])=[CH:15][CH:14]=2)=[CH:7][CH:8]=1. (2) Given the reactants C([O:8][C:9]1[CH:14]=[C:13]([O:15]CC2C=CC=CC=2)[C:12]([CH:23]([CH3:25])[CH3:24])=[CH:11][C:10]=1[C:26]1[N:27]([N:32]2[CH2:37][CH2:36][CH2:35][CH2:34][CH2:33]2)[C:28](=S)[NH:29][N:30]=1)C1C=CC=CC=1.C(Cl)Cl.B(Cl)(Cl)Cl.C(=O)([O-])[OH:46].[Na+], predict the reaction product. The product is: [OH:8][C:9]1[CH:14]=[C:13]([OH:15])[C:12]([CH:23]([CH3:25])[CH3:24])=[CH:11][C:10]=1[C:26]1[N:27]([N:32]2[CH2:33][CH2:34][CH2:35][CH2:36][CH2:37]2)[C:28](=[O:46])[NH:29][N:30]=1. (3) Given the reactants [C:1]([C:4]1[CH:8]=[CH:7][S:6][C:5]=1[NH:9][C:10](=[O:18])[C:11]([O:14][C:15](=[O:17])[CH3:16])([CH3:13])[CH3:12])(=[O:3])[NH2:2].C1C(=O)N([Cl:26])C(=O)C1, predict the reaction product. The product is: [C:1]([C:4]1[CH:8]=[C:7]([Cl:26])[S:6][C:5]=1[NH:9][C:10](=[O:18])[C:11]([O:14][C:15](=[O:17])[CH3:16])([CH3:12])[CH3:13])(=[O:3])[NH2:2].